Task: Predict the reaction yield, written as a fraction of the theoretical maximum amount of product (1.0 means a 100% yield; for example, 0.34 means a 34% yield).. Dataset: Reaction yield outcomes from USPTO patents with 853,638 reactions The reactants are [C:1]1([CH:7]2[S:12][CH2:11][CH2:10][CH2:9][S:8]2)[CH:6]=[CH:5][CH:4]=[CH:3][CH:2]=1.[O:13]1[C:17]2[CH:18]=[CH:19][C:20]([CH:22]=[O:23])=[CH:21][C:16]=2[CH2:15][CH2:14]1. No catalyst specified. The product is [O:13]1[C:17]2[CH:18]=[CH:19][C:20]([CH:22]([C:7]3([C:1]4[CH:2]=[CH:3][CH:4]=[CH:5][CH:6]=4)[S:8][CH2:9][CH2:10][CH2:11][S:12]3)[OH:23])=[CH:21][C:16]=2[CH2:15][CH2:14]1. The yield is 0.820.